Dataset: Catalyst prediction with 721,799 reactions and 888 catalyst types from USPTO. Task: Predict which catalyst facilitates the given reaction. (1) Reactant: Cl[C:2]1[C:7]([C:8]#[N:9])=[CH:6][N:5]=[C:4]([S:10][CH3:11])[N:3]=1.CCN(C(C)C)C(C)C.Cl.[CH2:22]([C:24]1([NH2:29])[CH2:28][CH2:27][CH2:26][CH2:25]1)[CH3:23].O. Product: [CH2:22]([C:24]1([NH:29][C:2]2[C:7]([C:8]#[N:9])=[CH:6][N:5]=[C:4]([S:10][CH3:11])[N:3]=2)[CH2:28][CH2:27][CH2:26][CH2:25]1)[CH3:23]. The catalyst class is: 16. (2) Reactant: [CH3:1][O:2][C:3](=[O:30])[CH2:4][CH2:5][CH:6]([NH:15][C:16](=[O:29])[CH2:17][CH2:18][CH2:19][CH2:20][CH2:21][CH2:22][C:23]1[CH:28]=[CH:27][CH:26]=[CH:25][CH:24]=1)[CH2:7][C:8]1[CH:13]=[CH:12][C:11]([OH:14])=[CH:10][CH:9]=1.Cl.[N:32]1[CH:37]=[CH:36][CH:35]=[CH:34][C:33]=1[CH2:38]Cl.C([O-])([O-])=O.[K+].[K+]. Product: [CH3:1][O:2][C:3](=[O:30])[CH2:4][CH2:5][CH:6]([NH:15][C:16](=[O:29])[CH2:17][CH2:18][CH2:19][CH2:20][CH2:21][CH2:22][C:23]1[CH:24]=[CH:25][CH:26]=[CH:27][CH:28]=1)[CH2:7][C:8]1[CH:13]=[CH:12][C:11]([O:14][CH2:38][C:33]2[CH:34]=[CH:35][CH:36]=[CH:37][N:32]=2)=[CH:10][CH:9]=1. The catalyst class is: 3. (3) Reactant: C([O:3][C:4](=O)[C:5]1[C:10]([C:11]([F:14])([F:13])[F:12])=[CH:9][C:8]([C:15]2[CH:20]=[CH:19][C:18]([C:21]([F:24])([F:23])[F:22])=[CH:17][CH:16]=2)=[N:7][C:6]=1[CH3:25])C.[H-].[Al+3].[Li+].[H-].[H-].[H-].[OH-].[Na+]. Product: [CH3:25][C:6]1[C:5]([CH2:4][OH:3])=[C:10]([C:11]([F:13])([F:14])[F:12])[CH:9]=[C:8]([C:15]2[CH:20]=[CH:19][C:18]([C:21]([F:23])([F:22])[F:24])=[CH:17][CH:16]=2)[N:7]=1. The catalyst class is: 27. (4) Reactant: [CH2:1]([N:8]([CH2:33][C:34]1[CH:39]=[CH:38][CH:37]=[CH:36][CH:35]=1)[C:9]1[C:14]([NH:15][C:16](=O)[CH2:17][O:18][CH2:19][CH3:20])=[C:13]([NH:22][NH:23][C:24]([O:26][C:27]([CH3:30])([CH3:29])[CH3:28])=[O:25])[C:12]([CH3:31])=[C:11]([CH3:32])[N:10]=1)[C:2]1[CH:7]=[CH:6][CH:5]=[CH:4][CH:3]=1.Cl.N1C=CC=CC=1. Product: [CH2:1]([N:8]([CH2:33][C:34]1[CH:35]=[CH:36][CH:37]=[CH:38][CH:39]=1)[C:9]1[C:14]2[N:15]=[C:16]([CH2:17][O:18][CH2:19][CH3:20])[N:22]([NH:23][C:24](=[O:25])[O:26][C:27]([CH3:28])([CH3:29])[CH3:30])[C:13]=2[C:12]([CH3:31])=[C:11]([CH3:32])[N:10]=1)[C:2]1[CH:3]=[CH:4][CH:5]=[CH:6][CH:7]=1. The catalyst class is: 17. (5) Reactant: [N:1]1([CH2:6][CH2:7][N:8]2[C:13](=[O:14])[N:12](COCC3C=CC=CC=3)[C:11](=[O:24])[C:10]([O:25]CC3C=CC=CC=3)=[N:9]2)[CH:5]=[CH:4][CH:3]=[N:2]1. Product: [N:1]1([CH2:6][CH2:7][N:8]2[C:13](=[O:14])[NH:12][C:11](=[O:24])[C:10]([OH:25])=[N:9]2)[CH:5]=[CH:4][CH:3]=[N:2]1. The catalyst class is: 19. (6) Reactant: CN(C)S([N:6]1[CH:10]=[C:9]([CH2:11][C:12]2([C:15]([F:18])([F:17])[F:16])[CH2:14][CH2:13]2)[N:8]=[C:7]1[C@H:19]([OH:37])[C@:20]([OH:36])([C:25]1[CH:30]=[CH:29][C:28]([N:31]2[CH:35]=[CH:34][CH:33]=[N:32]2)=[CH:27][CH:26]=1)[C:21]([F:24])([F:23])[F:22])(=O)=O.Cl. The catalyst class is: 5. Product: [F:24][C:21]([F:22])([F:23])[C@@:20]([C:25]1[CH:30]=[CH:29][C:28]([N:31]2[CH:35]=[CH:34][CH:33]=[N:32]2)=[CH:27][CH:26]=1)([OH:36])[C@@H:19]([C:7]1[NH:6][CH:10]=[C:9]([CH2:11][C:12]2([C:15]([F:17])([F:18])[F:16])[CH2:13][CH2:14]2)[N:8]=1)[OH:37]. (7) Reactant: [F:1][C:2]1[CH:7]=[C:6]([F:8])[CH:5]=[CH:4][C:3]=1[CH:9]=[CH:10][C:11]([NH:13][C@H:14]([C:25]([O:27]C)=[O:26])[CH2:15][C:16]1[C:24]2[C:19](=[CH:20][CH:21]=[CH:22][CH:23]=2)[NH:18][CH:17]=1)=[O:12].[OH-].[Na+:30]. Product: [F:1][C:2]1[CH:7]=[C:6]([F:8])[CH:5]=[CH:4][C:3]=1[CH:9]=[CH:10][C:11]([NH:13][C@H:14]([C:25]([O-:27])=[O:26])[CH2:15][C:16]1[C:24]2[C:19](=[CH:20][CH:21]=[CH:22][CH:23]=2)[NH:18][CH:17]=1)=[O:12].[Na+:30]. The catalyst class is: 5.